The task is: Predict the product of the given reaction.. This data is from Forward reaction prediction with 1.9M reactions from USPTO patents (1976-2016). Given the reactants [C:1](=O)([O:37]C1C=CC=CC=1)[O:2][C:3]1([C:28]2[CH:33]=[CH:32][CH:31]=[CH:30][C:29]=2[O:34][CH2:35][CH3:36])[C:11]2[C:6](=[CH:7][CH:8]=[C:9]([C:12]#[N:13])[CH:10]=2)[N:5]([S:14]([C:17]2[CH:22]=[CH:21][C:20]([O:23][CH3:24])=[CH:19][C:18]=2[O:25][CH3:26])(=[O:16])=[O:15])[C:4]1=[O:27].[CH3:45][C:46]1[N:51]=[C:50]([N:52]2[CH2:57][CH2:56][NH:55][CH2:54][CH2:53]2)[CH:49]=[CH:48][CH:47]=1, predict the reaction product. The product is: [CH3:45][C:46]1[N:51]=[C:50]([N:52]2[CH2:57][CH2:56][N:55]([C:1]([O:2][C:3]3([C:28]4[CH:33]=[CH:32][CH:31]=[CH:30][C:29]=4[O:34][CH2:35][CH3:36])[C:11]4[C:6](=[CH:7][CH:8]=[C:9]([C:12]#[N:13])[CH:10]=4)[N:5]([S:14]([C:17]4[CH:22]=[CH:21][C:20]([O:23][CH3:24])=[CH:19][C:18]=4[O:25][CH3:26])(=[O:16])=[O:15])[C:4]3=[O:27])=[O:37])[CH2:54][CH2:53]2)[CH:49]=[CH:48][CH:47]=1.